Dataset: Full USPTO retrosynthesis dataset with 1.9M reactions from patents (1976-2016). Task: Predict the reactants needed to synthesize the given product. (1) Given the product [Cl:25][C:26]1[CH:31]=[CH:30][C:29]([N:32]2[CH2:33][CH2:34][N:35]([C:50](=[O:51])[CH2:49][N:46]3[C:47]([CH3:48])=[C:43]([Cl:42])[C:44]([C:53]([F:56])([F:55])[F:54])=[N:45]3)[CH2:36][CH2:37]2)=[CH:28][C:27]=1[O:38][CH:39]([CH3:41])[CH3:40], predict the reactants needed to synthesize it. The reactants are: CN(C(ON1N=NC2C=CC=NC1=2)=[N+](C)C)C.F[P-](F)(F)(F)(F)F.[Cl:25][C:26]1[CH:31]=[CH:30][C:29]([N:32]2[CH2:37][CH2:36][NH:35][CH2:34][CH2:33]2)=[CH:28][C:27]=1[O:38][CH:39]([CH3:41])[CH3:40].[Cl:42][C:43]1[C:44]([C:53]([F:56])([F:55])[F:54])=[N:45][N:46]([CH2:49][C:50](O)=[O:51])[C:47]=1[CH3:48]. (2) Given the product [NH2:25][CH2:2][C:3]1[CH:17]=[CH:16][C:6]([CH2:7][NH:8][C:9](=[O:15])[O:10][C:11]([CH3:14])([CH3:13])[CH3:12])=[CH:5][C:4]=1[N+:18]([O-:20])=[O:19], predict the reactants needed to synthesize it. The reactants are: Br[CH2:2][C:3]1[CH:17]=[CH:16][C:6]([CH2:7][NH:8][C:9](=[O:15])[O:10][C:11]([CH3:14])([CH3:13])[CH3:12])=[CH:5][C:4]=1[N+:18]([O-:20])=[O:19].C1(=O)[NH:25]C(=O)C2=CC=CC=C12.[K]. (3) Given the product [C:1]([O:4][CH2:5][CH:6]1[CH2:10][CH2:9][N:8]([C:11]2[C:16](/[CH:17]=[C:18](\[CH3:26])/[C:19]([O:21][C:22]([CH3:25])([CH3:24])[CH3:23])=[O:20])=[CH:15][C:14]([C:39]3[CH:40]=[CH:41][C:36]([O:35][CH2:34][CH2:33][O:32][CH2:28][CH2:29][CH2:30][CH3:31])=[CH:37][CH:38]=3)=[CH:13][N:12]=2)[CH2:7]1)(=[O:3])[CH3:2], predict the reactants needed to synthesize it. The reactants are: [C:1]([O:4][CH2:5][CH:6]1[CH2:10][CH2:9][N:8]([C:11]2[C:16](/[CH:17]=[C:18](\[CH3:26])/[C:19]([O:21][C:22]([CH3:25])([CH3:24])[CH3:23])=[O:20])=[CH:15][C:14](Br)=[CH:13][N:12]=2)[CH2:7]1)(=[O:3])[CH3:2].[CH2:28]([O:32][CH2:33][CH2:34][O:35][C:36]1[CH:41]=[CH:40][C:39](OB(O)O)=[CH:38][CH:37]=1)[CH2:29][CH2:30][CH3:31].C(=O)([O-])[O-].[K+].[K+].